From a dataset of Ames mutagenicity test results for genotoxicity prediction. Regression/Classification. Given a drug SMILES string, predict its toxicity properties. Task type varies by dataset: regression for continuous values (e.g., LD50, hERG inhibition percentage) or binary classification for toxic/non-toxic outcomes (e.g., AMES mutagenicity, cardiotoxicity, hepatotoxicity). Dataset: ames. (1) The molecule is CC1(C)C(C(=O)OC(C#N)c2cccc(Oc3ccccc3)c2)C1(C)C. The result is 0 (non-mutagenic). (2) The drug is Cc1cc(C(=C2C=CC(N)C=C2)c2ccc(N)cc2)ccc1N. The result is 1 (mutagenic). (3) The compound is CC(=O)c1cc(C(C)(C)C)cc2c1CCC2(C)C. The result is 0 (non-mutagenic). (4) The compound is COc1c2c(cc3oc4c(CCC(C)(C)O)ccc(O)c4c(=O)c13)O[C@@H]1OC=C[C@@H]21. The result is 1 (mutagenic). (5) The compound is Cc1ccc2cc3c(ccc4ccccc43)c3c2c1CC3OS(=O)(=O)O. The result is 1 (mutagenic). (6) The result is 1 (mutagenic). The compound is FC[C@H]1CO1. (7) The molecule is CC1(C)C(C=C(Cl)Cl)C1C(=O)OCc1cccc(Oc2ccccc2)c1. The result is 1 (mutagenic). (8) The result is 0 (non-mutagenic). The compound is C=C(C)C(=O)N[N+](C)(C)C[C@@H](C)O. (9) The drug is O=[N+]([O-])c1ccc2c(ccc3cc4c(ccc5ccccc54)cc32)c1. The result is 1 (mutagenic).